Predict the reactants needed to synthesize the given product. From a dataset of Retrosynthesis with 50K atom-mapped reactions and 10 reaction types from USPTO. (1) Given the product O=C(CCCCl)c1cc2c(s1)C(=O)NCCC2, predict the reactants needed to synthesize it. The reactants are: O=C(Cl)CCCCl.O=C1NCCCc2ccsc21. (2) Given the product CSc1nc(Cl)cc(N2CCOCC2)n1, predict the reactants needed to synthesize it. The reactants are: C1COCCN1.CSc1nc(Cl)cc(Cl)n1. (3) Given the product Cc1nc2c(nc1Nc1cnn(C)c1)c(C(=O)NC(C)(C)C)cn2COCC[Si](C)(C)C, predict the reactants needed to synthesize it. The reactants are: Cc1nc2c(nc1Br)c(C(=O)NC(C)(C)C)cn2COCC[Si](C)(C)C.Cn1cc(N)cn1. (4) Given the product Nc1cc(F)cc(Br)c1, predict the reactants needed to synthesize it. The reactants are: CC(=O)Nc1cc(F)cc(Br)c1. (5) Given the product COC(=O)c1ccc2c(C3CCCCC3)c(-c3ccc(OC)cc3CO[Si](C(C)C)(C(C)C)C(C)C)[nH]c2c1, predict the reactants needed to synthesize it. The reactants are: COC(=O)c1ccc2c(C3CCCCC3)c(Br)[nH]c2c1.COc1ccc(B(O)O)c(CO[Si](C(C)C)(C(C)C)C(C)C)c1. (6) Given the product c1ccc(COc2ccc(-c3nc4cc(-c5nnn[nH]5)ccc4n3C3CCCCC3)cc2)cc1, predict the reactants needed to synthesize it. The reactants are: C[Sn](C)(C)N=[N+]=[N-].N#Cc1ccc2c(c1)nc(-c1ccc(OCc3ccccc3)cc1)n2C1CCCCC1. (7) Given the product COc1nc(NCCN(C(=O)OC(C)(C)C)C(C)C)nc(OC)c1NC(=O)c1csc(Br)n1, predict the reactants needed to synthesize it. The reactants are: COc1nc(NCCN(C(=O)OC(C)(C)C)C(C)C)nc(OC)c1N.O=C(O)c1csc(Br)n1. (8) Given the product Clc1ccc(-c2ccn(CC3CO3)n2)cc1Cl, predict the reactants needed to synthesize it. The reactants are: ClCC1CO1.Clc1ccc(-c2cc[nH]n2)cc1Cl.